From a dataset of Reaction yield outcomes from USPTO patents with 853,638 reactions. Predict the reaction yield, written as a fraction of the theoretical maximum amount of product (1.0 means a 100% yield; for example, 0.34 means a 34% yield). (1) The reactants are C1N=CN(C(N2C=NC=C2)=O)C=1.[CH:13]1[C:18]([C:19]2[CH:20]=[CH:21][C:22]([F:26])=[CH:23][C:24]=2[F:25])=[CH:17][C:16]([C:27]([OH:29])=[O:28])=[C:15]([OH:30])[CH:14]=1.[CH:31](O)([CH3:33])[CH3:32].O. The catalyst is CN(C=O)C. The product is [F:25][C:24]1[CH:23]=[C:22]([F:26])[CH:21]=[CH:20][C:19]=1[C:18]1[CH:13]=[CH:14][C:15]([OH:30])=[C:16]([C:27]([O:29][CH:31]([CH3:33])[CH3:32])=[O:28])[CH:17]=1. The yield is 0.410. (2) The reactants are [CH:1]([N:4]1[CH2:9][CH2:8][CH:7]([O:10][C:11]2[CH:19]=[CH:18][C:17]3[N:16]4[CH2:20][CH2:21][NH:22][C:23](=[O:24])[C:15]4=[CH:14][C:13]=3[CH:12]=2)[CH2:6][CH2:5]1)([CH3:3])[CH3:2].[H-].[Na+].[F:27][C:28]([F:38])([F:37])[C:29]1[CH:30]=[C:31]([CH:34]=[CH:35][CH:36]=1)[CH2:32]Br. No catalyst specified. The product is [CH:1]([N:4]1[CH2:9][CH2:8][CH:7]([O:10][C:11]2[CH:19]=[CH:18][C:17]3[N:16]4[CH2:20][CH2:21][N:22]([CH2:32][C:31]5[CH:34]=[CH:35][CH:36]=[C:29]([C:28]([F:27])([F:37])[F:38])[CH:30]=5)[C:23](=[O:24])[C:15]4=[CH:14][C:13]=3[CH:12]=2)[CH2:6][CH2:5]1)([CH3:3])[CH3:2]. The yield is 0.740. (3) The reactants are [CH3:1][C@H:2]1[CH2:7][O:6][CH2:5][CH2:4][NH:3]1.[Br:8][C:9]1[CH:16]=[CH:15][C:12]([CH:13]=O)=[CH:11][C:10]=1[F:17].C(O[BH-](OC(=O)C)OC(=O)C)(=O)C.[Na+].Cl. The catalyst is ClC(Cl)C. The product is [Br:8][C:9]1[CH:16]=[CH:15][C:12]([CH2:13][N:3]2[CH2:4][CH2:5][O:6][CH2:7][C@@H:2]2[CH3:1])=[CH:11][C:10]=1[F:17]. The yield is 0.890.